From a dataset of Tyrosyl-DNA phosphodiesterase HTS with 341,365 compounds. Binary Classification. Given a drug SMILES string, predict its activity (active/inactive) in a high-throughput screening assay against a specified biological target. (1) The molecule is s1c(CCNC(=O)C(=O)Nc2cc(NC(=O)C)ccc2)c(nc1c1ccccc1)C. The result is 0 (inactive). (2) The compound is S=C1N(\C(=C\C=C2/N(CCC2)C)C(=O)N1C)C. The result is 0 (inactive). (3) The drug is Brc1ccc(NC(=O)c2nccnc2COC(=O)NCc2c(OC)cccc2)nc1. The result is 0 (inactive). (4) The molecule is Clc1sc(C(=O)COC(=O)c2cccnc2Cl)cc1. The result is 0 (inactive).